From a dataset of Full USPTO retrosynthesis dataset with 1.9M reactions from patents (1976-2016). Predict the reactants needed to synthesize the given product. (1) Given the product [I:1][C:2]1[C:10]2[C:5](=[CH:6][CH:7]=[C:8]([C:11]([N:22]([CH3:23])[CH3:21])=[O:12])[CH:9]=2)[N:4]([CH:14]2[CH2:19][CH2:18][CH2:17][CH2:16][O:15]2)[N:3]=1, predict the reactants needed to synthesize it. The reactants are: [I:1][C:2]1[C:10]2[C:5](=[CH:6][CH:7]=[C:8]([C:11](O)=[O:12])[CH:9]=2)[N:4]([CH:14]2[CH2:19][CH2:18][CH2:17][CH2:16][O:15]2)[N:3]=1.Cl.[CH3:21][NH:22][CH3:23].C(Cl)CCl.Cl. (2) The reactants are: [Br:1][C:2]1[CH:3]=[CH:4][C:5]2[C:6]3[CH2:14][N:13]([C:15]([O:17][C:18]([CH3:21])([CH3:20])[CH3:19])=[O:16])[CH2:12][CH2:11][C:7]=3[NH:8][C:9]=2[CH:10]=1.[OH-].[Na+].[S:24](Cl)([C:27]1[CH:33]=[CH:32][C:30]([CH3:31])=[CH:29][CH:28]=1)(=[O:26])=[O:25].CCOC(C)=O. Given the product [Br:1][C:2]1[CH:3]=[CH:4][C:5]2[C:6]3[CH2:14][N:13]([C:15]([O:17][C:18]([CH3:21])([CH3:20])[CH3:19])=[O:16])[CH2:12][CH2:11][C:7]=3[N:8]([S:24]([C:27]3[CH:33]=[CH:32][C:30]([CH3:31])=[CH:29][CH:28]=3)(=[O:26])=[O:25])[C:9]=2[CH:10]=1, predict the reactants needed to synthesize it. (3) Given the product [CH2:1]([O:8][C:9]([NH:11][C:12]1[C:13]([C:19]([O:21][CH3:22])=[O:20])=[C:14]([C:28]2[CH:27]=[N:26][C:25]([O:24][CH3:23])=[CH:30][N:29]=2)[S:15][C:16]=1[Br:17])=[O:10])[C:2]1[CH:7]=[CH:6][CH:5]=[CH:4][CH:3]=1, predict the reactants needed to synthesize it. The reactants are: [CH2:1]([O:8][C:9]([NH:11][C:12]1[C:13]([C:19]([O:21][CH3:22])=[O:20])=[C:14](Br)[S:15][C:16]=1[Br:17])=[O:10])[C:2]1[CH:7]=[CH:6][CH:5]=[CH:4][CH:3]=1.[CH3:23][O:24][C:25]1[N:26]=[CH:27][C:28](B(O)O)=[N:29][CH:30]=1.